This data is from Full USPTO retrosynthesis dataset with 1.9M reactions from patents (1976-2016). The task is: Predict the reactants needed to synthesize the given product. Given the product [C:1]([O:5][C:6]([N:8]1[CH2:13][CH2:12][CH:11]([O:14][C:15]2[CH:20]=[CH:19][C:18]([C:21](=[O:24])[NH2:22])=[CH:17][N:16]=2)[CH2:10][CH2:9]1)=[O:7])([CH3:4])([CH3:2])[CH3:3], predict the reactants needed to synthesize it. The reactants are: [C:1]([O:5][C:6]([N:8]1[CH2:13][CH2:12][CH:11]([O:14][C:15]2[CH:20]=[CH:19][C:18]([C:21]#[N:22])=[CH:17][N:16]=2)[CH2:10][CH2:9]1)=[O:7])([CH3:4])([CH3:3])[CH3:2].C(=O)([O-])[O-:24].[K+].[K+].OO.